The task is: Regression. Given a peptide amino acid sequence and an MHC pseudo amino acid sequence, predict their binding affinity value. This is MHC class I binding data.. This data is from Peptide-MHC class I binding affinity with 185,985 pairs from IEDB/IMGT. (1) The peptide sequence is YITDYSNDI. The MHC is HLA-B51:01 with pseudo-sequence HLA-B51:01. The binding affinity (normalized) is 0.0847. (2) The peptide sequence is VLFVKKMLPK. The MHC is HLA-A33:01 with pseudo-sequence HLA-A33:01. The binding affinity (normalized) is 0.121. (3) The peptide sequence is RMCHEGIN. The MHC is H-2-Db with pseudo-sequence H-2-Db. The binding affinity (normalized) is 0.0375. (4) The peptide sequence is YELLRYNEY. The MHC is HLA-A69:01 with pseudo-sequence HLA-A69:01. The binding affinity (normalized) is 0.0847. (5) The peptide sequence is LSCCRFPRA. The MHC is Mamu-B01 with pseudo-sequence Mamu-B01. The binding affinity (normalized) is 0. (6) The peptide sequence is LQIPFAMQM. The MHC is HLA-A11:01 with pseudo-sequence HLA-A11:01. The binding affinity (normalized) is 0.0847. (7) The peptide sequence is VTRPLRTMV. The MHC is HLA-B38:01 with pseudo-sequence HLA-B38:01. The binding affinity (normalized) is 0.0847.